Task: Predict which catalyst facilitates the given reaction.. Dataset: Catalyst prediction with 721,799 reactions and 888 catalyst types from USPTO (1) Reactant: CS(O[CH:6]1[CH2:9][N:8]([C:10]2[O:11][CH:12]=[C:13]([C:15]([N:17]3[CH2:22][CH2:21][O:20][CH2:19][CH2:18]3)=[O:16])[N:14]=2)[CH2:7]1)(=O)=O.[C:23]([O-:26])(=[S:25])[CH3:24].[K+]. Product: [C:23]([S:25][CH:6]1[CH2:7][N:8]([C:10]2[O:11][CH:12]=[C:13]([C:15]([N:17]3[CH2:18][CH2:19][O:20][CH2:21][CH2:22]3)=[O:16])[N:14]=2)[CH2:9]1)(=[O:26])[CH3:24]. The catalyst class is: 9. (2) Reactant: [N:1]1[CH:6]=[CH:5][CH:4]=[CH:3][C:2]=1[N:7]1[CH:11]=[C:10]([C:12]2[CH:13]=[N:14][NH:15][C:16]=2[NH2:17])[CH:9]=[N:8]1.O=[C:19]1[CH2:23][CH2:22][CH2:21][CH:20]1[C:24](OCC)=[O:25]. Product: [N:1]1[CH:6]=[CH:5][CH:4]=[CH:3][C:2]=1[N:7]1[CH:11]=[C:10]([C:12]2[CH:13]=[N:14][N:15]3[C:24](=[O:25])[C:20]4[CH2:21][CH2:22][CH2:23][C:19]=4[NH:17][C:16]=23)[CH:9]=[N:8]1. The catalyst class is: 15. (3) Reactant: [F:1][C:2]1[CH:3]=[CH:4][CH:5]=[C:6]2[C:16]=1[C:10]1([CH2:15][CH2:14][O:13][CH2:12][CH2:11]1)[C:9](=[O:17])[C:8]([C:18]([NH:20][CH2:21][C:22]([O:24]C(C)(C)C)=[O:23])=[O:19])=[C:7]2[OH:29].C(O)(C(F)(F)F)=O. Product: [F:1][C:2]1[CH:3]=[CH:4][CH:5]=[C:6]2[C:16]=1[C:10]1([CH2:15][CH2:14][O:13][CH2:12][CH2:11]1)[C:9](=[O:17])[C:8]([C:18]([NH:20][CH2:21][C:22]([OH:24])=[O:23])=[O:19])=[C:7]2[OH:29]. The catalyst class is: 6. (4) Reactant: [Cl:1][C:2]1[CH:3]=[C:4]([NH:17][C:18]2[C:27]3[C:22](=[CH:23][CH:24]=[C:25]([N+:28]([O-])=O)[CH:26]=3)[N:21]=[CH:20][N:19]=2)[CH:5]=[CH:6][C:7]=1[O:8][CH2:9][C:10]1[CH:15]=[CH:14][CH:13]=[C:12]([F:16])[CH:11]=1.C(O)(=O)C. Product: [Cl:1][C:2]1[CH:3]=[C:4]([NH:17][C:18]2[C:27]3[C:22](=[CH:23][CH:24]=[C:25]([NH2:28])[CH:26]=3)[N:21]=[CH:20][N:19]=2)[CH:5]=[CH:6][C:7]=1[O:8][CH2:9][C:10]1[CH:15]=[CH:14][CH:13]=[C:12]([F:16])[CH:11]=1. The catalyst class is: 5. (5) Reactant: Cl.[Cl:2][C:3]1[CH:4]=[CH:5][C:6]([S:11]([CH2:14][CH3:15])(=[O:13])=[O:12])=[C:7]([CH:10]=1)[CH2:8][NH2:9].[Cl:16][C:17]1[CH:18]=[C:19]([CH:23]=[C:24]([C:28]([F:31])([F:30])[F:29])[C:25]=1[CH:26]=[O:27])[C:20](O)=[O:21].CC(OC(N1CCN(CC2C=CC(C([O-])=O)=CC=2C(F)(F)F)CC1)=O)(C)C. Product: [Cl:16][C:17]1[CH:18]=[C:19]([CH:23]=[C:24]([C:28]([F:29])([F:30])[F:31])[C:25]=1[CH:26]=[O:27])[C:20]([NH:9][CH2:8][C:7]1[CH:10]=[C:3]([Cl:2])[CH:4]=[CH:5][C:6]=1[S:11]([CH2:14][CH3:15])(=[O:13])=[O:12])=[O:21]. The catalyst class is: 10. (6) Reactant: [CH3:1][O:2]/[N:3]=[C:4](\[C:11]1[C:12]([Cl:20])=[C:13]2[CH:19]=[CH:18][NH:17][C:14]2=[N:15][CH:16]=1)/[C:5]1[CH:10]=[CH:9][CH:8]=[CH:7][CH:6]=1.[H-].[Na+].Br[CH2:24][CH2:25][O:26][C:27]1[CH:32]=[CH:31][C:30]([CH2:33][CH:34]([O:39][CH2:40][C:41]([F:44])([F:43])[F:42])[C:35]([O:37][CH3:38])=[O:36])=[CH:29][CH:28]=1.[I-].[K+]. Product: [Cl:20][C:12]1[C:11](/[C:4](=[N:3]\[O:2][CH3:1])/[C:5]2[CH:6]=[CH:7][CH:8]=[CH:9][CH:10]=2)=[CH:16][N:15]=[C:14]2[N:17]([CH2:24][CH2:25][O:26][C:27]3[CH:28]=[CH:29][C:30]([CH2:33][CH:34]([O:39][CH2:40][C:41]([F:42])([F:43])[F:44])[C:35]([O:37][CH3:38])=[O:36])=[CH:31][CH:32]=3)[CH:18]=[CH:19][C:13]=12. The catalyst class is: 9. (7) Reactant: [CH3:1][O:2][CH2:3][CH:4]([N:33]([CH3:42])[CH2:34][C:35]([O:37]C(C)(C)C)=[O:36])[C:5]1[CH:10]=[CH:9][C:8]([C:11]2[N:15]=[C:14]([C:16]3[CH:21]=[CH:20][C:19]([C:22]4[CH:27]=[CH:26][CH:25]=[CH:24][C:23]=4[CH3:28])=[C:18]([C:29]([F:32])([F:31])[F:30])[CH:17]=3)[O:13][N:12]=2)=[CH:7][CH:6]=1.Cl. Product: [CH3:1][O:2][CH2:3][CH:4]([N:33]([CH3:42])[CH2:34][C:35]([OH:37])=[O:36])[C:5]1[CH:10]=[CH:9][C:8]([C:11]2[N:15]=[C:14]([C:16]3[CH:21]=[CH:20][C:19]([C:22]4[CH:27]=[CH:26][CH:25]=[CH:24][C:23]=4[CH3:28])=[C:18]([C:29]([F:32])([F:31])[F:30])[CH:17]=3)[O:13][N:12]=2)=[CH:7][CH:6]=1. The catalyst class is: 12.